From a dataset of Reaction yield outcomes from USPTO patents with 853,638 reactions. Predict the reaction yield, written as a fraction of the theoretical maximum amount of product (1.0 means a 100% yield; for example, 0.34 means a 34% yield). (1) The reactants are Br[C:2]1[CH:3]=[CH:4][C:5]2[N:6]([C:15]3[CH:20]=[CH:19][CH:18]=[CH:17][CH:16]=3)[C:7]3[C:12]([C:13]=2[CH:14]=1)=[CH:11][CH:10]=[CH:9][CH:8]=3.CCCCCC.C([Li])CCC.[B:32](OC)([O:35]C)[O:33]C.Cl. The catalyst is C1COCC1. The product is [C:7]1([N:6]2[C:5]3[CH:13]=[CH:14][C:2]([B:32]([OH:35])[OH:33])=[CH:3][C:4]=3[C:20]3[C:15]2=[CH:16][CH:17]=[CH:18][CH:19]=3)[CH:12]=[CH:11][CH:10]=[CH:9][CH:8]=1. The yield is 0.580. (2) The reactants are Cl.[Br:2][C:3]1[CH:16]=[CH:15][C:6]([O:7][CH2:8][CH:9]2[CH2:14][CH2:13][NH:12][CH2:11][CH2:10]2)=[CH:5][C:4]=1[F:17].[CH3:18][C:19]1([CH3:22])[CH2:21][O:20]1.C([O-])([O-])=O.[K+].[K+].[NH4+].[Cl-]. The catalyst is CCO.O. The product is [Br:2][C:3]1[CH:16]=[CH:15][C:6]([O:7][CH2:8][CH:9]2[CH2:10][CH2:11][N:12]([CH2:18][C:19]([CH3:22])([OH:20])[CH3:21])[CH2:13][CH2:14]2)=[CH:5][C:4]=1[F:17]. The yield is 0.880. (3) The catalyst is O1CCCC1. The product is [C:1]1([C:7]2([CH2:10][NH2:12])[CH2:8][CH2:9]2)[CH:6]=[CH:5][CH:4]=[CH:3][CH:2]=1. The reactants are [C:1]1([C:7]2([C:10]([NH2:12])=O)[CH2:9][CH2:8]2)[CH:6]=[CH:5][CH:4]=[CH:3][CH:2]=1.[H-].[H-].[H-].[H-].[Li+].[Al+3]. The yield is 0.490. (4) The reactants are CO[C:3](=[O:22])[C:4]1[CH:9]=[CH:8][C:7](/[CH:10]=[CH:11]/[C:12]2[C:13]([CH2:18][CH2:19][CH2:20][CH3:21])=[N:14][O:15][C:16]=2[CH3:17])=[N:6][CH:5]=1.[CH3:23][CH:24]([NH2:27])[CH2:25][OH:26]. No catalyst specified. The product is [CH2:18]([C:13]1[C:12](/[CH:11]=[CH:10]/[C:7]2[CH:8]=[CH:9][C:4]([C:3]([NH:27][CH:24]([CH3:23])[CH2:25][OH:26])=[O:22])=[CH:5][N:6]=2)=[C:16]([CH3:17])[O:15][N:14]=1)[CH2:19][CH2:20][CH3:21]. The yield is 0.870. (5) The reactants are [C:1]([O:5][C:6]([N:8]1[CH2:12][C@@H:11]([C:13]2[CH:18]=[CH:17][C:16]([Cl:19])=[C:15]([Cl:20])[CH:14]=2)[C@H:10](C(O)=O)[CH2:9]1)=[O:7])([CH3:4])([CH3:3])[CH3:2].C1C=CC(P([N:38]=[N+]=[N-])(C2C=CC=CC=2)=O)=CC=1.C(N(CC)CC)C.[OH-].[Na+]. The catalyst is C1(C)C=CC=CC=1.O. The product is [NH2:38][C@H:10]1[C@H:11]([C:13]2[CH:18]=[CH:17][C:16]([Cl:19])=[C:15]([Cl:20])[CH:14]=2)[CH2:12][N:8]([C:6]([O:5][C:1]([CH3:4])([CH3:3])[CH3:2])=[O:7])[CH2:9]1. The yield is 0.960.